Dataset: Forward reaction prediction with 1.9M reactions from USPTO patents (1976-2016). Task: Predict the product of the given reaction. (1) Given the reactants C(OC([N:8]1[CH2:13][CH2:12][N:11]([C:14]2[C:15]3[C:32]([CH:33]([CH3:35])[CH3:34])=[CH:31][N:30]=[CH:29][C:16]=3[N:17]=[C:18]([C:20]3[CH:25]=[CH:24][N:23]=[C:22]4[NH:26][CH:27]=[CH:28][C:21]=34)[N:19]=2)[CH2:10][CH2:9]1)=O)(C)(C)C.Cl, predict the reaction product. The product is: [CH:33]([C:32]1[C:15]2[C:14]([N:11]3[CH2:12][CH2:13][NH:8][CH2:9][CH2:10]3)=[N:19][C:18]([C:20]3[CH:25]=[CH:24][N:23]=[C:22]4[NH:26][CH:27]=[CH:28][C:21]=34)=[N:17][C:16]=2[CH:29]=[N:30][CH:31]=1)([CH3:35])[CH3:34]. (2) Given the reactants [CH3:1][C:2]12[CH2:12][CH:11]1[C:10]1[C:9]([O:13][C:14]3[N:19]=[CH:18][C:17]([NH2:20])=[CH:16][CH:15]=3)=[CH:8][CH:7]=[CH:6][C:5]=1[O:4][CH2:3]2.CN(C)C=O.[CH3:26][C:27]([O:30][C:31]([NH:33][C:34]([CH3:39])([C:36](O)=[O:37])[CH3:35])=[O:32])([CH3:29])[CH3:28].CN(C(ON1N=NC2C=CC=NC1=2)=[N+](C)C)C.F[P-](F)(F)(F)(F)F, predict the reaction product. The product is: [CH3:39][C:34]([NH:33][C:31](=[O:32])[O:30][C:27]([CH3:29])([CH3:28])[CH3:26])([CH3:35])[C:36]([NH:20][C:17]1[CH:18]=[N:19][C:14]([O:13][C:9]2[C:10]3[CH:11]4[CH2:12][C:2]4([CH3:1])[CH2:3][O:4][C:5]=3[CH:6]=[CH:7][CH:8]=2)=[CH:15][CH:16]=1)=[O:37]. (3) Given the reactants Cl[C:2]1[CH:3]=[C:4]2[C:8](=[C:9](Cl)[CH:10]=1)[CH:7]([NH2:12])[CH2:6][CH2:5]2.[Br:13]C1C=CC=C2C=1C(=O)CC2, predict the reaction product. The product is: [Br:13][C:9]1[CH:10]=[CH:2][CH:3]=[C:4]2[C:8]=1[CH:7]([NH2:12])[CH2:6][CH2:5]2. (4) Given the reactants [OH:1][C:2]1[C:7]([CH:8]=[O:9])=[CH:6][C:5]([O:10][CH2:11][CH2:12][O:13][CH3:14])=[N:4][CH:3]=1.Cl.Cl[CH2:17][C:18]1[C:19]([C:24]2[N:28]([CH3:29])[N:27]=[CH:26][CH:25]=2)=[N:20][CH:21]=[CH:22][CH:23]=1.C([O-])([O-])=O.[Cs+].[Cs+], predict the reaction product. The product is: [CH3:14][O:13][CH2:12][CH2:11][O:10][C:5]1[CH:6]=[C:7]([C:2]([O:1][CH2:17][C:18]2[C:19]([C:24]3[N:28]([CH3:29])[N:27]=[CH:26][CH:25]=3)=[N:20][CH:21]=[CH:22][CH:23]=2)=[CH:3][N:4]=1)[CH:8]=[O:9]. (5) Given the reactants [C:1]([O:5][C:6]([NH:8][C@@H:9]([CH2:18][C:19]1[CH:24]=[CH:23][CH:22]=[CH:21][CH:20]=1)[C@@H:10]([OH:17])[CH2:11]OS(C)(=O)=O)=[O:7])([CH3:4])([CH3:3])[CH3:2].Cl, predict the reaction product. The product is: [C:1]([O:5][C:6]([NH:8][C@@H:9]([CH2:18][C:19]1[CH:24]=[CH:23][CH:22]=[CH:21][CH:20]=1)[C@H:10]1[O:17][CH2:11]1)=[O:7])([CH3:4])([CH3:3])[CH3:2]. (6) Given the reactants [NH2:1][C:2]1[C:3]2[C:10]([C:11]3[CH:16]=[CH:15][CH:14]=[C:13]([O:17][CH2:18][C:19]4[CH:24]=[CH:23][CH:22]=[CH:21][CH:20]=4)[CH:12]=3)=[CH:9][N:8]([C@@H:25]3[CH2:28][C@H:27]([CH2:29][N:30]4C(=O)C5C(=CC=CC=5)C4=O)[CH2:26]3)[C:4]=2[N:5]=[CH:6][N:7]=1.O.NN, predict the reaction product. The product is: [NH2:30][CH2:29][C@@H:27]1[CH2:26][C@H:25]([N:8]2[C:4]3[N:5]=[CH:6][N:7]=[C:2]([NH2:1])[C:3]=3[C:10]([C:11]3[CH:16]=[CH:15][CH:14]=[C:13]([O:17][CH2:18][C:19]4[CH:24]=[CH:23][CH:22]=[CH:21][CH:20]=4)[CH:12]=3)=[CH:9]2)[CH2:28]1. (7) Given the reactants [CH:1]([N:4]1[CH2:9][CH2:8][NH:7][CH2:6][CH2:5]1)([CH3:3])[CH3:2].[CH3:10][N:11]([CH3:16])[CH:12]=[CH:13][CH:14]=[O:15].C=O.[C:19](O)(=O)C, predict the reaction product. The product is: [CH3:10][N:11]([CH3:16])/[CH:12]=[C:13](\[CH2:19][N:7]1[CH2:8][CH2:9][N:4]([CH:1]([CH3:3])[CH3:2])[CH2:5][CH2:6]1)/[CH:14]=[O:15]. (8) Given the reactants [Cl:1][C:2]1[N:7]=[CH:6][C:5]([CH2:8][CH2:9]O)=[CH:4][CH:3]=1.[CH:11]12[NH:18][CH:15]([CH2:16][CH2:17]1)[CH2:14][O:13][CH2:12]2, predict the reaction product. The product is: [Cl:1][C:2]1[N:7]=[CH:6][C:5]([CH2:8][CH2:9][N:18]2[CH:11]3[CH2:17][CH2:16][CH:15]2[CH2:14][O:13][CH2:12]3)=[CH:4][CH:3]=1.